This data is from Full USPTO retrosynthesis dataset with 1.9M reactions from patents (1976-2016). The task is: Predict the reactants needed to synthesize the given product. (1) Given the product [CH3:40][O:41][C:42](=[O:43])[NH:44][C@@H:45]([C:49]([CH3:53])([S:51][CH3:52])[CH3:50])[C:46](=[O:48])[NH:1][C@@H:2]([CH2:33][C:34]1[CH:39]=[CH:38][CH:37]=[CH:36][CH:35]=1)[C@@H:3]([OH:32])[CH2:4][C@H:5]([CH2:6][C:7]1[CH:8]=[CH:9][C:10]([C:13]2[CH:18]=[CH:17][CH:16]=[CH:15][N:14]=2)=[CH:11][CH:12]=1)[NH:19][C:20](=[O:21])[C@H:22]([C:23]([CH3:24])([CH3:25])[CH3:26])[CH2:82][C:81](=[O:86])[O:62][NH2:63], predict the reactants needed to synthesize it. The reactants are: [NH2:1][C@@H:2]([CH2:33][C:34]1[CH:39]=[CH:38][CH:37]=[CH:36][CH:35]=1)[C@@H:3]([OH:32])[CH2:4][C@@H:5]([NH:19][C:20]([C@@H:22](NC(=O)OC)[C:23]([CH3:26])([CH3:25])[CH3:24])=[O:21])[CH2:6][C:7]1[CH:12]=[CH:11][C:10]([C:13]2[CH:18]=[CH:17][CH:16]=[CH:15][N:14]=2)=[CH:9][CH:8]=1.[CH3:40][O:41][C:42]([NH:44][C@@H:45]([C:49]([CH3:53])([S:51][CH3:52])[CH3:50])[C:46]([OH:48])=O)=[O:43].CCOP([O:62][N:63]1N=NC2C=CC=CC=2C1=O)(OCC)=O.C(N([CH2:81][CH3:82])C(C)C)(C)C.C1C[O:86]CC1. (2) Given the product [F:1][C:2]1[C:7]([F:8])=[CH:6][CH:5]=[CH:4][C:3]=1[C@@H:9]1[CH2:18][CH2:17][C@@H:16]([OH:19])[C:12]2[N:13]=[C:14]([C:37]([F:39])([F:38])[F:36])[S:15][C:11]=2[C@H:10]1[NH:20][C:21](=[O:27])[O:22][C:23]([CH3:24])([CH3:26])[CH3:25], predict the reactants needed to synthesize it. The reactants are: [F:1][C:2]1[C:7]([F:8])=[CH:6][CH:5]=[CH:4][C:3]=1[C@@H:9]1[CH2:18][CH2:17][C@@H:16]([OH:19])[C:12]2[N:13]=[CH:14][S:15][C:11]=2[C@H:10]1[NH:20][C:21](=[O:27])[O:22][C:23]([CH3:26])([CH3:25])[CH3:24].OO.C(=O)([O-])[O-].[Na+].[Na+].[F:36][C:37](I)([F:39])[F:38].CS(C)=O. (3) The reactants are: [Si](OC1C=C([C:17]2[NH:18][C:19]3[C:24]([CH:25]=2)=[CH:23][CH:22]=[C:21](OC)[CH:20]=3)C=CC=1OC)(C(C)(C)C)(C)C.CO[C:30]1[CH:31]=[C:32]([CH:36]=[C:37](OC)[C:38]=1OC)[C:33](Cl)=[O:34]. Given the product [C:33]([C:17]1[NH:18][C:19]2[C:24]([CH:25]=1)=[CH:23][CH:22]=[CH:21][CH:20]=2)(=[O:34])[C:32]1[CH:36]=[CH:37][CH:38]=[CH:30][CH:31]=1, predict the reactants needed to synthesize it. (4) Given the product [C:16]([O:20][C:21]([N:5]1[CH2:4][C@H:3]([OH:7])[C:2]([CH3:8])([CH3:1])[CH2:6]1)=[O:22])([CH3:19])([CH3:18])[CH3:17], predict the reactants needed to synthesize it. The reactants are: [CH3:1][C:2]1([CH3:8])[CH2:6][NH:5][CH2:4][C@@H:3]1[OH:7].C(N(CC)CC)C.[C:16]([O:20][C:21](O[C:21]([O:20][C:16]([CH3:19])([CH3:18])[CH3:17])=[O:22])=[O:22])([CH3:19])([CH3:18])[CH3:17]. (5) Given the product [CH3:22][S:18]([C:10]1[N:9]=[C:8]([C:6]2[CH:5]=[CH:4][CH:3]=[C:2]([CH3:1])[N:7]=2)[CH:13]=[CH:12][N:11]=1)(=[O:20])=[O:17], predict the reactants needed to synthesize it. The reactants are: [CH3:1][C:2]1[N:7]=[C:6]([C:8]2[CH:13]=[CH:12][N:11]=[C:10](SC)[N:9]=2)[CH:5]=[CH:4][CH:3]=1.O[O:17][S:18]([O-:20])=O.[K+].[C:22]([O-])(O)=O.[Na+]. (6) Given the product [Cl:9][C:10]1[C:15]([C:16]2[C:17]([F:24])=[CH:18][C:19]([O:8][CH2:7][CH2:6][CH2:5][O:4][CH3:3])=[CH:20][C:21]=2[F:22])=[C:14]([NH:25][CH2:26][C:27]([F:29])([F:30])[F:28])[N:13]2[N:31]=[CH:32][N:33]=[C:12]2[N:11]=1, predict the reactants needed to synthesize it. The reactants are: [H-].[Na+].[CH3:3][O:4][CH2:5][CH2:6][CH2:7][OH:8].[Cl:9][C:10]1[C:15]([C:16]2[C:21]([F:22])=[CH:20][C:19](F)=[CH:18][C:17]=2[F:24])=[C:14]([NH:25][CH2:26][C:27]([F:30])([F:29])[F:28])[N:13]2[N:31]=[CH:32][N:33]=[C:12]2[N:11]=1.Cl. (7) Given the product [Cl:1][CH:2]([O:6][C:7]([NH:9][CH2:10][C:11]1([CH2:17][C:18]([O:20][CH2:36][C:37]2[CH:42]=[CH:41][CH:40]=[CH:39][CH:38]=2)=[O:19])[CH2:12][CH2:13][CH2:14][CH2:15][CH2:16]1)=[O:8])[CH:3]([CH3:4])[CH3:5], predict the reactants needed to synthesize it. The reactants are: [Cl:1][CH:2]([O:6][C:7]([NH:9][CH2:10][C:11]1([CH2:17][C:18]([OH:20])=[O:19])[CH2:16][CH2:15][CH2:14][CH2:13][CH2:12]1)=[O:8])[CH:3]([CH3:5])[CH3:4].C1(N=C=NC2CCCCC2)CCCCC1.[CH2:36](O)[C:37]1[CH:42]=[CH:41][CH:40]=[CH:39][CH:38]=1. (8) Given the product [NH2:20][CH:7]1[CH:5]([OH:6])[CH2:4][N:3]([C:9]([O:11][CH2:12][C:13]2[CH:18]=[CH:17][CH:16]=[CH:15][CH:14]=2)=[O:10])[CH:2]([CH3:1])[CH2:8]1, predict the reactants needed to synthesize it. The reactants are: [CH3:1][CH:2]1[CH2:8][CH:7]2[CH:5]([O:6]2)[CH2:4][N:3]1[C:9]([O:11][CH2:12][C:13]1[CH:18]=[CH:17][CH:16]=[CH:15][CH:14]=1)=[O:10].[Cl-].[NH4+:20].C([O-])([O-])=O.[Na+].[Na+]. (9) The reactants are: [CH2:1]([O:3][C:4](=[O:25])[C:5]1[CH:10]=[C:9]([F:11])[CH:8]=[C:7]([S:12][C:13]2[C:21]3[C:16](=[C:17]([F:23])[C:18]([Cl:22])=[CH:19][CH:20]=3)[NH:15][C:14]=2[CH3:24])[CH:6]=1)[CH3:2].Br[C:27]1[CH:28]=[N:29][N:30]([CH:32]([CH3:34])[CH3:33])[CH:31]=1. Given the product [CH2:1]([O:3][C:4](=[O:25])[C:5]1[CH:10]=[C:9]([F:11])[CH:8]=[C:7]([S:12][C:13]2[C:21]3[C:16](=[C:17]([F:23])[C:18]([Cl:22])=[CH:19][CH:20]=3)[N:15]([C:27]3[CH:28]=[N:29][N:30]([CH:32]([CH3:34])[CH3:33])[CH:31]=3)[C:14]=2[CH3:24])[CH:6]=1)[CH3:2], predict the reactants needed to synthesize it. (10) Given the product [F:30][C:29]([F:32])([F:31])[C:27]([OH:33])=[O:28].[N:22]1([C:2](=[O:1])/[CH:3]=[CH:4]/[C:5]2[CH:6]=[C:7]3[C:12](=[CH:13][CH:14]=2)[CH2:11][NH:10][CH2:9][CH2:8]3)[CH2:26][CH2:25][CH2:24][CH2:23]1, predict the reactants needed to synthesize it. The reactants are: [O:1]=[C:2]([N:22]1[CH2:26][CH2:25][CH2:24][CH2:23]1)/[CH:3]=[CH:4]/[C:5]1[CH:6]=[C:7]2[C:12](=[CH:13][CH:14]=1)[CH2:11][N:10](C(OC(C)(C)C)=O)[CH2:9][CH2:8]2.[C:27]([OH:33])([C:29]([F:32])([F:31])[F:30])=[O:28].